Dataset: Full USPTO retrosynthesis dataset with 1.9M reactions from patents (1976-2016). Task: Predict the reactants needed to synthesize the given product. (1) The reactants are: [CH3:1][O:2][C:3]1[C:23]([O:24][CH2:25][CH2:26][CH3:27])=[CH:22][C:6]2[C:7]3[N:12]([CH:13]([CH3:15])[CH2:14][C:5]=2[CH:4]=1)[CH:11]=[C:10]([C:16]([O:18]CC)=[O:17])[C:9](=[O:21])[CH:8]=3.[OH-].[Na+].Cl. Given the product [CH3:1][O:2][C:3]1[C:23]([O:24][CH2:25][CH2:26][CH3:27])=[CH:22][C:6]2[C:7]3[N:12]([CH:13]([CH3:15])[CH2:14][C:5]=2[CH:4]=1)[CH:11]=[C:10]([C:16]([OH:18])=[O:17])[C:9](=[O:21])[CH:8]=3, predict the reactants needed to synthesize it. (2) Given the product [ClH:55].[NH2:1][C:2]1[C:7]([C:8]([F:9])([F:11])[F:10])=[CH:6][C:5]([CH2:12][C@@H:13]([O:34][C:35]([N:37]2[CH2:38][CH2:39][CH:40]([N:43]3[CH2:49][CH2:48][C:47]4[CH:50]=[CH:51][CH:52]=[CH:53][C:46]=4[NH:45][C:44]3=[O:54])[CH2:41][CH2:42]2)=[O:36])[C:14]([N:16]2[CH2:17][CH2:18][N:19]([CH:22]3[CH2:23][CH2:24][N:25]([CH2:28][C:29]([O:31][CH2:32][CH3:33])=[O:30])[CH2:26][CH2:27]3)[CH2:20][CH2:21]2)=[O:15])=[CH:4][C:3]=1[Cl:55], predict the reactants needed to synthesize it. The reactants are: [NH2:1][C:2]1[C:7]([C:8]([F:11])([F:10])[F:9])=[CH:6][C:5]([CH2:12][C@@H:13]([O:34][C:35]([N:37]2[CH2:42][CH2:41][CH:40]([N:43]3[CH2:49][CH2:48][C:47]4[CH:50]=[CH:51][CH:52]=[CH:53][C:46]=4[NH:45][C:44]3=[O:54])[CH2:39][CH2:38]2)=[O:36])[C:14]([N:16]2[CH2:21][CH2:20][N:19]([CH:22]3[CH2:27][CH2:26][N:25]([CH2:28][C:29]([O:31][CH2:32][CH3:33])=[O:30])[CH2:24][CH2:23]3)[CH2:18][CH2:17]2)=[O:15])=[CH:4][C:3]=1[Cl:55].Cl. (3) Given the product [CH:35]1([CH2:41][NH:42][C:17]([C:16]2[CH:32]=[C:12]([O:11][CH3:10])[C:13]([O:33][CH3:34])=[CH:14][C:15]=2[NH:20][C:19]([C:21]2[C:30]3[C:25](=[CH:26][CH:27]=[CH:28][CH:29]=3)[CH:24]=[CH:23][CH:22]=2)=[O:18])=[O:31])[CH2:40][CH2:39][CH2:38][CH2:37][CH2:36]1, predict the reactants needed to synthesize it. The reactants are: C(N(C(C)C)CC)(C)C.[CH3:10][O:11][C:12]1[C:13]([O:33][CH3:34])=[CH:14][C:15]2[N:20]=[C:19]([C:21]3[C:30]4[C:25](=[CH:26][CH:27]=[CH:28][CH:29]=4)[CH:24]=[CH:23][CH:22]=3)[O:18][C:17](=[O:31])[C:16]=2[CH:32]=1.[CH:35]1([CH2:41][NH2:42])[CH2:40][CH2:39][CH2:38][CH2:37][CH2:36]1.